Dataset: Peptide-MHC class I binding affinity with 185,985 pairs from IEDB/IMGT. Task: Regression. Given a peptide amino acid sequence and an MHC pseudo amino acid sequence, predict their binding affinity value. This is MHC class I binding data. (1) The peptide sequence is KKPRNFPM. The MHC is HLA-B27:05 with pseudo-sequence HLA-B27:05. The binding affinity (normalized) is 0. (2) The binding affinity (normalized) is 0. The peptide sequence is FLGKIWPSHK. The MHC is HLA-B35:01 with pseudo-sequence HLA-B35:01. (3) The peptide sequence is RSNNKFTLK. The MHC is HLA-A11:01 with pseudo-sequence HLA-A11:01. The binding affinity (normalized) is 0.668.